This data is from Forward reaction prediction with 1.9M reactions from USPTO patents (1976-2016). The task is: Predict the product of the given reaction. (1) Given the reactants C(OC([N:8]1[C:16]2[C:11](=[CH:12][CH:13]=[C:14]([Cl:17])[CH:15]=2)/[C:10](=[CH:18]/[C:19]2[CH:24]=[C:23]([Cl:25])[C:22]([F:26])=[CH:21][C:20]=2[O:27][C:28]([C:31]([O:33][CH3:34])=[O:32])([CH3:30])[CH3:29])/[C:9]1=[O:35])=O)(C)(C)C.[F:36][C:37]1[CH:38]=[CH:39][C:40]([CH3:52])=[C:41]([CH:43]=[N:44][C:45]([O:47][Si](C)(C)C)=[CH2:46])[CH:42]=1, predict the reaction product. The product is: [Cl:17][C:14]1[CH:15]=[C:16]2[NH:8][C:9](=[O:35])[C:10]3([CH:18]([C:19]4[CH:24]=[C:23]([Cl:25])[C:22]([F:26])=[CH:21][C:20]=4[O:27][C:28]([C:31]([O:33][CH3:34])=[O:32])([CH3:29])[CH3:30])[CH2:46][C:45](=[O:47])[NH:44][CH:43]3[C:41]3[CH:42]=[C:37]([F:36])[CH:38]=[CH:39][C:40]=3[CH3:52])[C:11]2=[CH:12][CH:13]=1. (2) Given the reactants [C:1]([NH:9][C@H:10]([C:18]([NH:20][C@H:21]([C:30]([OH:32])=[O:31])[CH2:22][C:23]1[CH:28]=[CH:27][C:26]([OH:29])=[CH:25][CH:24]=1)=[O:19])[CH2:11][C:12]1[CH:17]=[CH:16][CH:15]=[CH:14][CH:13]=1)(=[O:8])[C:2]1[CH:7]=[CH:6][CH:5]=[CH:4][CH:3]=1.[OH-].[Na+:34], predict the reaction product. The product is: [Na+:34].[C:1]([NH:9][C@H:10]([C:18]([NH:20][C@H:21]([C:30]([O-:32])=[O:31])[CH2:22][C:23]1[CH:28]=[CH:27][C:26]([OH:29])=[CH:25][CH:24]=1)=[O:19])[CH2:11][C:12]1[CH:17]=[CH:16][CH:15]=[CH:14][CH:13]=1)(=[O:8])[C:2]1[CH:7]=[CH:6][CH:5]=[CH:4][CH:3]=1. (3) Given the reactants [CH3:1][O:2][C:3]1[C:4]([CH3:12])=[N+:5]([O-])[CH:6]=[CH:7][C:8]=1[O:9][CH3:10].C(OC(=O)C)(=[O:15])C, predict the reaction product. The product is: [OH:15][CH2:12][C:4]1[C:3]([O:2][CH3:1])=[C:8]([O:9][CH3:10])[CH:7]=[CH:6][N:5]=1. (4) Given the reactants F[C:2]1[N:7]=[C:6]([N:8]([CH3:24])[C:9]2[C:14]([C:15]([NH2:17])=[O:16])=[CH:13][N:12]=[C:11]([C:18]3[CH:23]=[CH:22][CH:21]=[CH:20][CH:19]=3)[N:10]=2)[CH:5]=[CH:4][N:3]=1.[NH2:25][CH2:26][CH2:27][C:28]1[CH:29]=[N:30][CH:31]=[CH:32][CH:33]=1, predict the reaction product. The product is: [CH3:24][N:8]([C:6]1[CH:5]=[CH:4][N:3]=[C:2]([NH:25][CH2:26][CH2:27][C:28]2[CH:29]=[N:30][CH:31]=[CH:32][CH:33]=2)[N:7]=1)[C:9]1[C:14]([C:15]([NH2:17])=[O:16])=[CH:13][N:12]=[C:11]([C:18]2[CH:23]=[CH:22][CH:21]=[CH:20][CH:19]=2)[N:10]=1. (5) Given the reactants Br[C:2]1[CH:3]=[CH:4][C:5]([C:13]([OH:15])=[O:14])=[N:6][C:7]=1[O:8][CH2:9][CH:10]1[CH2:12][CH2:11]1.[NH:16]1[CH2:20][CH2:19][CH2:18][CH2:17]1.C1C=CC(P(C2C(C3C(P(C4C=CC=CC=4)C4C=CC=CC=4)=CC=C4C=3C=CC=C4)=C3C(C=CC=C3)=CC=2)C2C=CC=CC=2)=CC=1.C([O-])([O-])=O.[Cs+].[Cs+], predict the reaction product. The product is: [CH:10]1([CH2:9][O:8][C:7]2[N:6]=[C:5]([C:13]([OH:15])=[O:14])[CH:4]=[CH:3][C:2]=2[N:16]2[CH2:20][CH2:19][CH2:18][CH2:17]2)[CH2:12][CH2:11]1. (6) Given the reactants [OH:1][C:2]1[CH:12]=[CH:11][CH:10]=[CH:9][C:3]=1[C:4]([O:6][CH2:7][CH3:8])=[O:5].[C:13]([O:17][C:18]([NH:20][CH:21]([CH2:25][C:26]1[CH:31]=[CH:30][CH:29]=[CH:28][CH:27]=1)[C:22](O)=[O:23])=[O:19])([CH3:16])([CH3:15])[CH3:14].CCN=C=NCCCN(C)C.Cl.CN(C1C=CC=CN=1)C, predict the reaction product. The product is: [C:13]([O:17][C:18]([NH:20][CH:21]([CH2:25][C:26]1[CH:27]=[CH:28][CH:29]=[CH:30][CH:31]=1)[C:22]([O:1][C:2]1[CH:12]=[CH:11][CH:10]=[CH:9][C:3]=1[C:4]([O:6][CH2:7][CH3:8])=[O:5])=[O:23])=[O:19])([CH3:16])([CH3:14])[CH3:15].